From a dataset of Forward reaction prediction with 1.9M reactions from USPTO patents (1976-2016). Predict the product of the given reaction. (1) Given the reactants C1(S([N:10]2[C:14]3[N:15]=[CH:16][N:17]=[C:18]([C:19]4[CH:25]=[CH:24][C:22]([NH2:23])=[CH:21][CH:20]=4)[C:13]=3[CH:12]=[C:11]2[Cl:26])(=O)=O)C=CC=CC=1.[F:27][CH:28]([F:40])[O:29][C:30]1[CH:35]=[CH:34][C:33]([S:36](Cl)(=[O:38])=[O:37])=[CH:32][CH:31]=1, predict the reaction product. The product is: [Cl:26][C:11]1[NH:10][C:14]2[N:15]=[CH:16][N:17]=[C:18]([C:19]3[CH:20]=[CH:21][C:22]([NH:23][S:36]([C:33]4[CH:32]=[CH:31][C:30]([O:29][CH:28]([F:27])[F:40])=[CH:35][CH:34]=4)(=[O:38])=[O:37])=[CH:24][CH:25]=3)[C:13]=2[CH:12]=1. (2) Given the reactants C[O:2][C:3](=[O:36])[CH:4]([CH2:10][C:11]1[CH:16]=[CH:15][C:14]([O:17][CH2:18][C:19]2[S:23][C:22]([C:24]3[CH:29]=[CH:28][C:27]([C:30]([F:33])([F:32])[F:31])=[CH:26][CH:25]=3)=[N:21][C:20]=2[CH3:34])=[CH:13][C:12]=1[CH3:35])[CH2:5][CH2:6][CH2:7][CH2:8][CH3:9].[OH-].[Na+], predict the reaction product. The product is: [CH3:35][C:12]1[CH:13]=[C:14]([O:17][CH2:18][C:19]2[S:23][C:22]([C:24]3[CH:25]=[CH:26][C:27]([C:30]([F:33])([F:32])[F:31])=[CH:28][CH:29]=3)=[N:21][C:20]=2[CH3:34])[CH:15]=[CH:16][C:11]=1[CH2:10][CH:4]([CH2:5][CH2:6][CH2:7][CH2:8][CH3:9])[C:3]([OH:36])=[O:2].